Dataset: Forward reaction prediction with 1.9M reactions from USPTO patents (1976-2016). Task: Predict the product of the given reaction. (1) Given the reactants Br[C:2]1[CH:11]=[CH:10][C:5]([C:6]([O:8][CH3:9])=[O:7])=[CH:4][C:3]=1[CH3:12].[CH3:13][N:14](C=O)C, predict the reaction product. The product is: [C:13]([C:2]1[CH:11]=[CH:10][C:5]([C:6]([O:8][CH3:9])=[O:7])=[CH:4][C:3]=1[CH3:12])#[N:14]. (2) Given the reactants [C:1](Cl)(=[O:4])[CH:2]=[CH2:3].[CH3:6][NH:7][CH2:8][C:9]1[C:17]2[C:12](=[CH:13][CH:14]=[CH:15][CH:16]=2)[NH:11][CH:10]=1.CCN(CC)CC, predict the reaction product. The product is: [NH:11]1[C:12]2[C:17](=[CH:16][CH:15]=[CH:14][CH:13]=2)[C:9]([CH2:8][N:7]([CH3:6])[C:1](=[O:4])[CH:2]=[CH2:3])=[CH:10]1. (3) Given the reactants C([O:8][C:9]1[C:10]2[C:23](=[O:24])[N:22]([CH2:25][C:26]3[CH:31]=[CH:30][C:29]([F:32])=[C:28]([Cl:33])[CH:27]=3)[CH:21]=[C:20]([CH3:34])[C:11]=2[N:12]2[CH2:17][CH2:16][N:15]([CH3:18])[C:14](=[O:19])[C:13]=12)C1C=CC=CC=1.C(O)C, predict the reaction product. The product is: [Cl:33][C:28]1[CH:27]=[C:26]([CH:31]=[CH:30][C:29]=1[F:32])[CH2:25][N:22]1[CH:21]=[C:20]([CH3:34])[C:11]2[N:12]3[CH2:17][CH2:16][N:15]([CH3:18])[C:14](=[O:19])[C:13]3=[C:9]([OH:8])[C:10]=2[C:23]1=[O:24]. (4) Given the reactants [CH2:1]([C:5]1[CH:10]=[CH:9][C:8]([CH:11]([CH3:15])[C:12](Cl)=[O:13])=[CH:7][CH:6]=1)[CH:2]([CH3:4])[CH3:3].Cl.[CH3:17][O:18][C:19](=[O:33])[C@H:20]([CH2:22][CH2:23][CH:24]([C:26]([O:28][C:29]([CH3:32])([CH3:31])[CH3:30])=[O:27])[NH2:25])[NH2:21].C(N(CC)CC)C, predict the reaction product. The product is: [CH3:17][O:18][C:19](=[O:33])[C@H:20]([CH2:22][CH2:23][CH:24]([C:26]([O:28][C:29]([CH3:31])([CH3:30])[CH3:32])=[O:27])[NH2:25])[NH:21][C:12](=[O:13])[CH:11]([C:8]1[CH:9]=[CH:10][C:5]([CH2:1][CH:2]([CH3:4])[CH3:3])=[CH:6][CH:7]=1)[CH3:15]. (5) Given the reactants [C:1]([NH-:18])([O:3][CH2:4][CH:5]1[C:17]2[C:12](=[CH:13][CH:14]=[CH:15][CH:16]=2)[C:11]2[C:6]1=[CH:7][CH:8]=[CH:9][CH:10]=2)=[O:2].N1CCNCC1.CN([C:28]([O:32]N1N=NC2C=CC=CC1=2)=[N+](C)C)C.F[P-](F)(F)(F)(F)F.C1C=CC2N(O)N=NC=2C=1.N(C(OC(C)(C)C)=O)[CH2:60][C:61]([OH:63])=[O:62].C1CCC(N=C=NC2CCCCC2)CC1.C1C=CC2N(O)N=NC=2C=1, predict the reaction product. The product is: [NH:18]([C:1]([O:3][CH2:4][CH:5]1[C:17]2[C:12](=[CH:13][CH:14]=[CH:15][CH:16]=2)[C:11]2[C:6]1=[CH:7][CH:8]=[CH:9][CH:10]=2)=[O:2])[C@H:60]([C:61]([OH:63])=[O:62])[CH2:28][OH:32]. (6) Given the reactants C(N(CC)CC)C.[C:8]([O:12][C:13](=[O:27])[NH:14][CH2:15][C:16]1[CH:24]=[CH:23][CH:22]=[C:21]2[C:17]=1[C:18](=[O:26])O[C:20]2=[O:25])([CH3:11])([CH3:10])[CH3:9].Cl.[C:29]([O:33][C:34](=[O:42])[C@H:35]([CH2:37][CH2:38][C:39](=[O:41])[NH2:40])[NH2:36])([CH3:32])([CH3:31])[CH3:30].O, predict the reaction product. The product is: [C:29]([O:33][C:34](=[O:42])[C@@H:35]([N:36]1[C:18](=[O:26])[C:17]2[C:21](=[CH:22][CH:23]=[CH:24][C:16]=2[CH2:15][NH:14][C:13]([O:12][C:8]([CH3:9])([CH3:10])[CH3:11])=[O:27])[C:20]1=[O:25])[CH2:37][CH2:38][C:39](=[O:41])[NH2:40])([CH3:32])([CH3:30])[CH3:31]. (7) The product is: [Cl:1][C:2]1[CH:7]=[CH:6][C:5]([C:8]2[N:9]([C:18]3[CH:23]=[CH:22][C:21]([S:24]([CH3:27])(=[O:25])=[O:26])=[CH:20][CH:19]=3)[CH:10]=[C:11]([C:13]([F:16])([F:14])[F:15])[N:12]=2)=[CH:4][CH:3]=1. Given the reactants [Cl:1][C:2]1[CH:7]=[CH:6][C:5]([C:8]2[N:9]([C:18]3[CH:23]=[CH:22][C:21]([S:24]([CH3:27])(=[O:26])=[O:25])=[CH:20][CH:19]=3)[CH2:10][C:11](O)([C:13]([F:16])([F:15])[F:14])[N:12]=2)=[CH:4][CH:3]=1.O.C1(C)C=CC(S(O)(=O)=O)=CC=1, predict the reaction product.